From a dataset of Peptide-MHC class II binding affinity with 134,281 pairs from IEDB. Regression. Given a peptide amino acid sequence and an MHC pseudo amino acid sequence, predict their binding affinity value. This is MHC class II binding data. (1) The peptide sequence is EEDLNKLRDLNKEVD. The MHC is DRB1_0301 with pseudo-sequence DRB1_0301. The binding affinity (normalized) is 0.0327. (2) The peptide sequence is TCEICALKPKIIYCN. The MHC is DRB1_1501 with pseudo-sequence DRB1_1501. The binding affinity (normalized) is 0.636. (3) The peptide sequence is EYLNKIQNSLSTEWSPCSVT. The MHC is HLA-DQA10301-DQB10302 with pseudo-sequence HLA-DQA10301-DQB10302. The binding affinity (normalized) is 0.311. (4) The peptide sequence is KLFEFNRNAIKTLQN. The MHC is DRB1_1501 with pseudo-sequence DRB1_1501. The binding affinity (normalized) is 0.549. (5) The peptide sequence is PEVKYAVFEAALTKA. The MHC is DRB1_0401 with pseudo-sequence DRB1_0401. The binding affinity (normalized) is 0.533. (6) The MHC is DRB1_0401 with pseudo-sequence DRB1_0401. The binding affinity (normalized) is 0.0377. The peptide sequence is KTLNDETKKQVNLMG. (7) The peptide sequence is FNILTGKKITAHLKR. The MHC is HLA-DQA10201-DQB10303 with pseudo-sequence HLA-DQA10201-DQB10303. The binding affinity (normalized) is 0. (8) The MHC is HLA-DQA10301-DQB10302 with pseudo-sequence HLA-DQA10301-DQB10302. The peptide sequence is AYPSVLGQTIRNSRW. The binding affinity (normalized) is 0.0190. (9) The peptide sequence is WTLYAVATTILTPML. The binding affinity (normalized) is 0.782. The MHC is DRB1_0701 with pseudo-sequence DRB1_0701.